This data is from Forward reaction prediction with 1.9M reactions from USPTO patents (1976-2016). The task is: Predict the product of the given reaction. Given the reactants BrCCCON=CC1C2C=CC=CC=2OC=1CCCC.[CH3:21][O:22][C:23](=[O:35])[C:24]1[CH:29]=[CH:28][C:27](OCCBr)=[C:26]([Cl:34])[CH:25]=1, predict the reaction product. The product is: [CH3:21][O:22][C:23](=[O:35])[C:24]1[CH:29]=[CH:28][CH:27]=[C:26]([Cl:34])[CH:25]=1.